Dataset: Catalyst prediction with 721,799 reactions and 888 catalyst types from USPTO. Task: Predict which catalyst facilitates the given reaction. Reactant: [NH2:1][C:2]1[CH:9]=[CH:8][CH:7]=[CH:6][C:3]=1[CH2:4][NH2:5].[C:10](O[C:10]([O:12][C:13]([CH3:16])([CH3:15])[CH3:14])=[O:11])([O:12][C:13]([CH3:16])([CH3:15])[CH3:14])=[O:11]. The catalyst class is: 1. Product: [NH2:1][C:2]1[CH:9]=[CH:8][CH:7]=[CH:6][C:3]=1[CH2:4][NH:5][C:10](=[O:11])[O:12][C:13]([CH3:16])([CH3:15])[CH3:14].